From a dataset of Forward reaction prediction with 1.9M reactions from USPTO patents (1976-2016). Predict the product of the given reaction. (1) Given the reactants [H-].[Na+].[C:3]1([C:26]2[CH:31]=[CH:30][CH:29]=[CH:28][CH:27]=2)[CH:8]=[CH:7][C:6]([C:9]([N:11]2[CH2:17][C:16]3[CH:18]=[CH:19][CH:20]=[N:21][C:15]=3[NH:14][C:13]3[CH:22]=[CH:23][CH:24]=[CH:25][C:12]2=3)=[O:10])=[CH:5][CH:4]=1.[CH3:32]I, predict the reaction product. The product is: [C:3]1([C:26]2[CH:31]=[CH:30][CH:29]=[CH:28][CH:27]=2)[CH:4]=[CH:5][C:6]([C:9]([N:11]2[CH2:17][C:16]3[CH:18]=[CH:19][CH:20]=[N:21][C:15]=3[N:14]([CH3:32])[C:13]3[CH:22]=[CH:23][CH:24]=[CH:25][C:12]2=3)=[O:10])=[CH:7][CH:8]=1. (2) Given the reactants COC1C=CC(P2(SP(C3C=CC(OC)=CC=3)(=S)S2)=[S:10])=CC=1.[Br:23][C:24]1[CH:33]=[C:32]2[C:27]([CH2:28][CH2:29][CH:30]([CH3:41])[C:31]32[C:37](=[O:38])[N:36]([CH3:39])[C:35](=O)[NH:34]3)=[CH:26][CH:25]=1.C1(C)C=CC=CC=1, predict the reaction product. The product is: [Br:23][C:24]1[CH:33]=[C:32]2[C:27]([CH2:28][CH2:29][CH:30]([CH3:41])[C:31]32[C:37](=[O:38])[N:36]([CH3:39])[C:35](=[S:10])[NH:34]3)=[CH:26][CH:25]=1.